Predict which catalyst facilitates the given reaction. From a dataset of Catalyst prediction with 721,799 reactions and 888 catalyst types from USPTO. Reactant: [Cl:1][C:2]1[CH:7]=[CH:6][C:5]([C:8]2[CH:13]=[CH:12][CH:11]=[C:10]([OH:14])[CH:9]=2)=[CH:4][C:3]=1[C:15]([NH:17][CH2:18][C:19]12[CH2:28][CH:23]3[CH2:24][CH:25]([CH2:27][CH:21]([CH2:22]3)[CH2:20]1)[CH2:26]2)=[O:16].Cl[CH2:30][C:31]([O:33][CH2:34][CH3:35])=[O:32].C(=O)([O-])[O-].[K+].[K+]. Product: [Cl:1][C:2]1[CH:7]=[CH:6][C:5]([C:8]2[CH:13]=[CH:12][CH:11]=[C:10]([O:14][CH2:30][C:31]([O:33][CH2:34][CH3:35])=[O:32])[CH:9]=2)=[CH:4][C:3]=1[C:15]([NH:17][CH2:18][C:19]12[CH2:20][CH:21]3[CH2:22][CH:23]([CH2:24][CH:25]([CH2:27]3)[CH2:26]1)[CH2:28]2)=[O:16]. The catalyst class is: 21.